Task: Predict the reaction yield, written as a fraction of the theoretical maximum amount of product (1.0 means a 100% yield; for example, 0.34 means a 34% yield).. Dataset: Reaction yield outcomes from USPTO patents with 853,638 reactions (1) The reactants are C(Cl)(=O)C(Cl)=O.CS(C)=O.[C:11]1([CH2:17][CH2:18][C:19]([N:21]2[CH2:26][CH2:25][CH:24]([OH:27])[CH2:23][CH2:22]2)=[O:20])[CH:16]=[CH:15][CH:14]=[CH:13][CH:12]=1.C(N(CC)CC)C. The catalyst is C(Cl)Cl. The product is [C:11]1([CH2:17][CH2:18][C:19]([N:21]2[CH2:26][CH2:25][C:24](=[O:27])[CH2:23][CH2:22]2)=[O:20])[CH:16]=[CH:15][CH:14]=[CH:13][CH:12]=1. The yield is 0.890. (2) The reactants are Cl[C:2]1[C:7](Cl)=[CH:6][CH:5]=[CH:4][C:3]=1[CH2:9][NH:10][CH:11]1[CH2:16][CH2:15][N:14]([C:17]([O:19][C:20]([CH3:23])([CH3:22])[CH3:21])=[O:18])[CH2:13][CH2:12]1.[F:24]C1C=CC(CN)=CC=1. No catalyst specified. The product is [F:24][C:6]1[CH:5]=[CH:4][C:3]([CH2:9][NH:10][CH:11]2[CH2:16][CH2:15][N:14]([C:17]([O:19][C:20]([CH3:23])([CH3:22])[CH3:21])=[O:18])[CH2:13][CH2:12]2)=[CH:2][CH:7]=1. The yield is 0.980. (3) The reactants are [Cl:1][C:2]1[C:7]([C:8]([O:10][C:11]([CH3:14])([CH3:13])[CH3:12])=[O:9])=[CH:6][CH:5]=[C:4](Cl)[N:3]=1.[F:16][C:17]1[CH:18]=[C:19](B(O)O)[CH:20]=[C:21]([O:23][CH2:24][CH:25]([CH3:27])[CH3:26])[CH:22]=1.C(=O)([O-])[O-].[Na+].[Na+].C(OCC)(=O)C. The catalyst is C(O)C.C1(C)C=CC=CC=1.O.C1C=CC([P]([Pd]([P](C2C=CC=CC=2)(C2C=CC=CC=2)C2C=CC=CC=2)([P](C2C=CC=CC=2)(C2C=CC=CC=2)C2C=CC=CC=2)[P](C2C=CC=CC=2)(C2C=CC=CC=2)C2C=CC=CC=2)(C2C=CC=CC=2)C2C=CC=CC=2)=CC=1. The product is [Cl:1][C:2]1[C:7]([C:8]([O:10][C:11]([CH3:14])([CH3:13])[CH3:12])=[O:9])=[CH:6][CH:5]=[C:4]([C:19]2[CH:20]=[C:21]([O:23][CH2:24][CH:25]([CH3:26])[CH3:27])[CH:22]=[C:17]([F:16])[CH:18]=2)[N:3]=1. The yield is 0.822. (4) The reactants are CN(C)[CH:3]=[O:4].P(Cl)(Cl)(Cl)=O.[CH2:11]([O:13][C:14]([C:16]1[C:20]([CH3:21])=[CH:19][NH:18][C:17]=1[CH3:22])=[O:15])[CH3:12].Cl. The product is [CH2:11]([O:13][C:14]([C:16]1[C:20]([CH3:21])=[C:19]([CH:3]=[O:4])[NH:18][C:17]=1[CH3:22])=[O:15])[CH3:12]. The yield is 1.00. The catalyst is ClCCl. (5) The reactants are [CH2:1]([C:3]1[N:4]([C:28]2[CH:33]=[CH:32][C:31]([OH:34])=[CH:30][CH:29]=2)[C:5](=[O:27])[C:6]([CH2:12][C:13]2[CH:18]=[CH:17][C:16]([C:19]3[C:20]([C:25]#[N:26])=[CH:21][CH:22]=[CH:23][CH:24]=3)=[CH:15][CH:14]=2)=[C:7]([CH2:9][CH2:10][CH3:11])[N:8]=1)[CH3:2].[Si](O[CH:43]1[CH2:48][CH2:47][CH:46]([OH:49])[CH2:45][CH2:44]1)(C(C)(C)C)(C)C.C1(P(C2C=CC=CC=2)C2C=CC=CC=2)C=CC=CC=1.[N:70]([C:71]([O:73]C(C)C)=[O:72])=[N:70][C:71]([O:73]C(C)C)=[O:72]. The catalyst is O1CCCC1.O. The product is [CH2:1]([C:3]1[N:4]([C:28]2[CH:33]=[CH:32][C:31]([O:34][C@H:43]3[CH2:44][CH2:45][C@H:46]([OH:49])[CH2:47][CH2:48]3)=[CH:30][CH:29]=2)[C:5](=[O:27])[C:6]([CH2:12][C:13]2[CH:18]=[CH:17][C:16]([C:19]3[CH:24]=[CH:23][CH:22]=[CH:21][C:20]=3[C:25]3[NH:70][C:71](=[O:72])[O:73][N:26]=3)=[CH:15][CH:14]=2)=[C:7]([CH2:9][CH2:10][CH3:11])[N:8]=1)[CH3:2]. The yield is 0.350. (6) The reactants are C([N:8]1[CH2:12][CH2:11][CH2:10][C@@H:9]1[C:13]([NH:15][C@H:16]([CH2:37][C:38]1[CH:43]=[CH:42][C:41]([Cl:44])=[CH:40][CH:39]=1)[C:17]([NH:19][N:20]1[CH2:24][CH2:23][C@H:22]([N:25]([CH:31]2[CH2:36][CH2:35][CH2:34][CH2:33][CH2:32]2)[C:26](=[O:30])[CH:27]([CH3:29])[CH3:28])[CH2:21]1)=[O:18])=[O:14])(OC(C)(C)C)=O.C(O)(C(F)(F)F)=O. The catalyst is C(Cl)Cl. The product is [NH:8]1[CH2:12][CH2:11][CH2:10][C@@H:9]1[C:13]([NH:15][C@H:16]([CH2:37][C:38]1[CH:39]=[CH:40][C:41]([Cl:44])=[CH:42][CH:43]=1)[C:17]([NH:19][N:20]1[CH2:24][CH2:23][C@H:22]([N:25]([CH:31]2[CH2:32][CH2:33][CH2:34][CH2:35][CH2:36]2)[C:26](=[O:30])[CH:27]([CH3:28])[CH3:29])[CH2:21]1)=[O:18])=[O:14]. The yield is 0.982.